Dataset: Full USPTO retrosynthesis dataset with 1.9M reactions from patents (1976-2016). Task: Predict the reactants needed to synthesize the given product. (1) Given the product [Br:1][C:2]1[CH:10]=[C:6]([C:18]([O:19][CH3:20])=[O:21])[C:5]2[CH:11]=[CH:23][NH:12][C:4]=2[CH:3]=1, predict the reactants needed to synthesize it. The reactants are: [Br:1][C:2]1[CH:3]=[C:4]([N+:12]([O-])=O)[C:5]([CH3:11])=[C:6]([CH:10]=1)C(O)=O.CN([CH:18]([O:21]C)[O:19][CH3:20])C.[CH3:23]N(C=O)C. (2) Given the product [CH3:31][N:30]1[C:32]2[C:7](=[CH:6][C:5]([C:12]([OH:14])=[O:13])=[CH:4][C:3]=2[CH2:1][CH3:2])[C:8]([I:22])=[N:9]1, predict the reactants needed to synthesize it. The reactants are: [CH2:1]([C:3]1[CH:4]=[C:5]([C:12]([O:14]C)=[O:13])[CH:6]=[C:7]2C=1N[N:9]=[CH:8]2)[CH3:2].C([O-])([O-])=O.[K+].[K+].[I:22]I.OS([O-])=O.[Na+].C[N:30]([CH:32]=O)[CH3:31]. (3) Given the product [N:11]12[CH2:16][CH2:15][CH:14]([CH2:13][CH2:12]1)[C@@H:9]([O:8][C:5]1[N:4]=[CH:3][C:2]([C:27]3[CH:26]=[CH:25][C:24]([NH:23][C:22](=[O:39])[O:21][C:17]([CH3:19])([CH3:18])[CH3:20])=[CH:29][CH:28]=3)=[CH:7][N:6]=1)[CH2:10]2, predict the reactants needed to synthesize it. The reactants are: Br[C:2]1[CH:3]=[N:4][C:5]([O:8][C@@H:9]2[CH:14]3[CH2:15][CH2:16][N:11]([CH2:12][CH2:13]3)[CH2:10]2)=[N:6][CH:7]=1.[C:17]([O:21][C:22](=[O:39])[NH:23][C:24]1[CH:29]=[CH:28][C:27](B2OC(C)(C)C(C)(C)O2)=[CH:26][CH:25]=1)([CH3:20])([CH3:19])[CH3:18]. (4) Given the product [ClH:3].[CH3:6][NH:7][CH2:8][C:9]1[CH2:14][CH2:13][CH2:12][CH2:11][C:10]=1[C:16]1[CH:17]=[N:18][CH:19]=[CH:20][CH:21]=1, predict the reactants needed to synthesize it. The reactants are: S(Cl)([Cl:3])=O.Cl.[CH3:6][NH:7][CH2:8][CH:9]1[CH2:14][CH2:13][CH2:12][CH2:11][C:10]1([C:16]1[CH:17]=[N:18][CH:19]=[CH:20][CH:21]=1)O.Cl[Si](C)(C)C.O. (5) Given the product [CH2:1]([O:3][C:4]([C:6]1([C:9]2[CH:10]=[CH:11][C:12]([C:15]3[CH:20]=[CH:19][C:18]([C:21]4[O:25][N:24]=[C:23]([CH3:26])[C:22]=4[CH:27]([OH:31])[CH2:28]/[CH:29]=[CH:30]/[C:33]4[CH:38]=[CH:37][C:36]([C:39]([F:42])([F:41])[F:40])=[CH:35][CH:34]=4)=[CH:17][CH:16]=3)=[CH:13][CH:14]=2)[CH2:8][CH2:7]1)=[O:5])[CH3:2], predict the reactants needed to synthesize it. The reactants are: [CH2:1]([O:3][C:4]([C:6]1([C:9]2[CH:14]=[CH:13][C:12]([C:15]3[CH:20]=[CH:19][C:18]([C:21]4[O:25][N:24]=[C:23]([CH3:26])[C:22]=4[CH:27]([OH:31])[CH2:28][CH:29]=[CH2:30])=[CH:17][CH:16]=3)=[CH:11][CH:10]=2)[CH2:8][CH2:7]1)=[O:5])[CH3:2].I[C:33]1[CH:38]=[CH:37][C:36]([C:39]([F:42])([F:41])[F:40])=[CH:35][CH:34]=1.C(=O)([O-])[O-].[Cs+].[Cs+]. (6) Given the product [Cl:24][C:25]1[CH:26]=[C:27]([N:31]2[C:4](=[O:3])[C:6]3[CH:7]=[N:8][C:9]4[C:10]([O:22][CH3:23])=[CH:11][CH:12]=[CH:13][C:14]=4[C:15]=3[N:16]([CH:17]3[CH2:18][CH2:19][CH2:20][CH2:21]3)[C:32]2=[O:33])[CH:28]=[CH:29][CH:30]=1, predict the reactants needed to synthesize it. The reactants are: C([O:3][C:4]([C:6]1[CH:7]=[N:8][C:9]2[C:14]([C:15]=1[NH:16][CH:17]1[CH2:21][CH2:20][CH2:19][CH2:18]1)=[CH:13][CH:12]=[CH:11][C:10]=2[O:22][CH3:23])=O)C.[Cl:24][C:25]1[CH:30]=[CH:29][CH:28]=[C:27]([N:31]=[C:32]=[O:33])[CH:26]=1. (7) Given the product [CH3:1][C:2]1[CH:3]=[CH:4][C:5]([CH2:8][C:9]([O:11][C:12]([CH3:15])([CH3:14])[CH3:13])=[O:10])=[CH:6][CH:7]=1, predict the reactants needed to synthesize it. The reactants are: [CH3:1][C:2]1[CH:7]=[CH:6][C:5]([CH2:8][C:9]([OH:11])=[O:10])=[CH:4][CH:3]=1.[C:12](O)([CH3:15])([CH3:14])[CH3:13].N1C=CC=CC=1.C1(N=C=NC2CCCCC2)CCCCC1.